This data is from Catalyst prediction with 721,799 reactions and 888 catalyst types from USPTO. The task is: Predict which catalyst facilitates the given reaction. (1) Reactant: C[Si]([N-][Si](C)(C)C)(C)C.[Li+].F[C:12]1[C:13]([C:18]2[NH:27][C:26](=[O:28])[C:25]3[C:20](=[CH:21][C:22]([O:31][CH3:32])=[CH:23][C:24]=3[O:29][CH3:30])[N:19]=2)=[N:14][CH:15]=[CH:16][CH:17]=1.Cl.[NH2:34][C@@H:35]1[CH2:40][CH2:39][C@H:38]([C:41]([N:43]([CH3:45])[CH3:44])=[O:42])[CH2:37][CH2:36]1. The catalyst class is: 598. Product: [CH3:30][O:29][C:24]1[CH:23]=[C:22]([O:31][CH3:32])[CH:21]=[C:20]2[C:25]=1[C:26](=[O:28])[NH:27][C:18]([C:13]1[C:12]([NH:34][C@@H:35]3[CH2:36][CH2:37][C@H:38]([C:41]([N:43]([CH3:45])[CH3:44])=[O:42])[CH2:39][CH2:40]3)=[CH:17][CH:16]=[CH:15][N:14]=1)=[N:19]2. (2) Product: [CH:28]1([NH:31][C:32]([C@@H:34]2[CH2:39][CH2:38][CH2:37][N:36]([C:24]([C:23]3[CH:22]=[C:21]([CH3:27])[NH:20][C:19]=3/[CH:18]=[C:10]3\[C:11](=[O:17])[NH:12][C:13]4[C:9]\3=[C:8]([C:4]3[CH:5]=[CH:6][CH:7]=[C:2]([F:1])[CH:3]=3)[CH:16]=[CH:15][CH:14]=4)=[O:25])[CH2:35]2)=[O:33])[CH2:30][CH2:29]1. The catalyst class is: 3. Reactant: [F:1][C:2]1[CH:3]=[C:4]([C:8]2[CH:16]=[CH:15][CH:14]=[C:13]3[C:9]=2/[C:10](=[CH:18]/[C:19]2[NH:20][C:21]([CH3:27])=[CH:22][C:23]=2[C:24](O)=[O:25])/[C:11](=[O:17])[NH:12]3)[CH:5]=[CH:6][CH:7]=1.[CH:28]1([NH:31][C:32]([C@@H:34]2[CH2:39][CH2:38][CH2:37][NH:36][CH2:35]2)=[O:33])[CH2:30][CH2:29]1.C1C=CC2N(O)N=NC=2C=1.C(Cl)CCl.